From a dataset of NCI-60 drug combinations with 297,098 pairs across 59 cell lines. Regression. Given two drug SMILES strings and cell line genomic features, predict the synergy score measuring deviation from expected non-interaction effect. (1) Drug 1: C1=NC2=C(N1)C(=S)N=C(N2)N. Drug 2: CC1=CC=C(C=C1)C2=CC(=NN2C3=CC=C(C=C3)S(=O)(=O)N)C(F)(F)F. Cell line: RXF 393. Synergy scores: CSS=5.88, Synergy_ZIP=-3.86, Synergy_Bliss=-3.21, Synergy_Loewe=-10.8, Synergy_HSA=-3.17. (2) Synergy scores: CSS=23.0, Synergy_ZIP=-6.01, Synergy_Bliss=4.06, Synergy_Loewe=3.80, Synergy_HSA=5.60. Cell line: MALME-3M. Drug 1: CC(CN1CC(=O)NC(=O)C1)N2CC(=O)NC(=O)C2. Drug 2: C1=CC(=CC=C1CCCC(=O)O)N(CCCl)CCCl. (3) Drug 1: C1CCC(C1)C(CC#N)N2C=C(C=N2)C3=C4C=CNC4=NC=N3. Drug 2: CC(C)CN1C=NC2=C1C3=CC=CC=C3N=C2N. Cell line: RXF 393. Synergy scores: CSS=-5.22, Synergy_ZIP=-0.650, Synergy_Bliss=-4.78, Synergy_Loewe=-6.30, Synergy_HSA=-6.55. (4) Drug 1: CN1CCC(CC1)COC2=C(C=C3C(=C2)N=CN=C3NC4=C(C=C(C=C4)Br)F)OC. Drug 2: CCCCC(=O)OCC(=O)C1(CC(C2=C(C1)C(=C3C(=C2O)C(=O)C4=C(C3=O)C=CC=C4OC)O)OC5CC(C(C(O5)C)O)NC(=O)C(F)(F)F)O. Cell line: LOX IMVI. Synergy scores: CSS=10.8, Synergy_ZIP=-5.08, Synergy_Bliss=-4.19, Synergy_Loewe=-1.77, Synergy_HSA=-1.49. (5) Drug 1: C1CC(C1)(C(=O)O)C(=O)O.[NH2-].[NH2-].[Pt+2]. Drug 2: CCN(CC)CCNC(=O)C1=C(NC(=C1C)C=C2C3=C(C=CC(=C3)F)NC2=O)C. Cell line: TK-10. Synergy scores: CSS=3.44, Synergy_ZIP=-2.45, Synergy_Bliss=-2.37, Synergy_Loewe=-2.09, Synergy_HSA=-1.29. (6) Drug 1: CCC1=CC2CC(C3=C(CN(C2)C1)C4=CC=CC=C4N3)(C5=C(C=C6C(=C5)C78CCN9C7C(C=CC9)(C(C(C8N6C)(C(=O)OC)O)OC(=O)C)CC)OC)C(=O)OC.C(C(C(=O)O)O)(C(=O)O)O. Drug 2: CCC1(CC2CC(C3=C(CCN(C2)C1)C4=CC=CC=C4N3)(C5=C(C=C6C(=C5)C78CCN9C7C(C=CC9)(C(C(C8N6C=O)(C(=O)OC)O)OC(=O)C)CC)OC)C(=O)OC)O.OS(=O)(=O)O. Cell line: SF-268. Synergy scores: CSS=38.0, Synergy_ZIP=2.68, Synergy_Bliss=8.06, Synergy_Loewe=6.33, Synergy_HSA=7.07. (7) Drug 1: CC1CCC2CC(C(=CC=CC=CC(CC(C(=O)C(C(C(=CC(C(=O)CC(OC(=O)C3CCCCN3C(=O)C(=O)C1(O2)O)C(C)CC4CCC(C(C4)OC)OCCO)C)C)O)OC)C)C)C)OC. Drug 2: C1=NC2=C(N1)C(=S)N=CN2. Cell line: CAKI-1. Synergy scores: CSS=33.8, Synergy_ZIP=-1.65, Synergy_Bliss=0.176, Synergy_Loewe=-13.8, Synergy_HSA=2.66.